This data is from Catalyst prediction with 721,799 reactions and 888 catalyst types from USPTO. The task is: Predict which catalyst facilitates the given reaction. (1) Reactant: C(=O)([O-])O.[Na+].Cl.[NH2:7][OH:8].[F:9][CH:10]([F:19])[C:11]1[N:16]=[CH:15][N:14]=[C:13]([C:17]#[N:18])[CH:12]=1. Product: [F:19][CH:10]([F:9])[C:11]1[N:16]=[CH:15][N:14]=[C:13]([C:17](=[N:7][OH:8])[NH2:18])[CH:12]=1. The catalyst class is: 8. (2) Reactant: C([O-])(O)=O.[Na+].Cl.[NH2:7][OH:8].O[CH2:10][CH2:11][CH2:12][C@@:13]([CH3:28])([S:24]([CH3:27])(=[O:26])=[O:25])[C:14]([O:16][CH2:17][C:18]1[CH:23]=[CH:22][CH:21]=[CH:20][CH:19]=1)=[O:15]. Product: [OH:8][N:7]=[CH:10][CH2:11][CH2:12][C@@:13]([CH3:28])([S:24]([CH3:27])(=[O:26])=[O:25])[C:14]([O:16][CH2:17][C:18]1[CH:23]=[CH:22][CH:21]=[CH:20][CH:19]=1)=[O:15]. The catalyst class is: 315. (3) Reactant: [C:1]([O:5][C:6]([N:8]1[CH2:13][CH2:12][CH:11]([C:14](=[O:22])[C:15]2[CH:20]=[CH:19][C:18]([Br:21])=[CH:17][CH:16]=2)[CH2:10][CH2:9]1)=[O:7])([CH3:4])([CH3:3])[CH3:2].[BH4-].[Na+]. Product: [C:1]([O:5][C:6]([N:8]1[CH2:9][CH2:10][CH:11]([CH:14]([C:15]2[CH:20]=[CH:19][C:18]([Br:21])=[CH:17][CH:16]=2)[OH:22])[CH2:12][CH2:13]1)=[O:7])([CH3:4])([CH3:2])[CH3:3]. The catalyst class is: 14. (4) Reactant: CON(C)[C:4](=[O:13])[CH2:5][CH2:6][C:7]1[CH:12]=[CH:11][CH:10]=[CH:9][N:8]=1.[Br-].[Cl-].[Na+]. Product: [N:8]1[CH:9]=[CH:10][CH:11]=[CH:12][C:7]=1[CH2:6][CH2:5][C:4](=[O:13])[CH2:7][CH2:6][CH:5]=[CH2:4]. The catalyst class is: 7. (5) Reactant: C1(P(C2C=CC=CC=2)C2C=CC=CC=2)C=CC=CC=1.CCOC(/N=N/C(OCC)=O)=O.[Cl:32][C:33]1[C:38]([F:39])=[CH:37][CH:36]=[C:35]([Cl:40])[C:34]=1[CH:41]([OH:43])[CH3:42].O[C:45]1[C:46]([N+:51]([O-:53])=[O:52])=[N:47][CH:48]=[CH:49][CH:50]=1. Product: [Cl:32][C:33]1[C:38]([F:39])=[CH:37][CH:36]=[C:35]([Cl:40])[C:34]=1[CH:41]([O:43][C:45]1[C:46]([N+:51]([O-:53])=[O:52])=[N:47][CH:48]=[CH:49][CH:50]=1)[CH3:42]. The catalyst class is: 1.